From a dataset of Full USPTO retrosynthesis dataset with 1.9M reactions from patents (1976-2016). Predict the reactants needed to synthesize the given product. (1) Given the product [F:18][C:19]1[C:24]2[N:25]=[CH:26][S:27][C:23]=2[CH:22]=[C:21]([C:28]([NH:7][O:6][CH2:5][CH2:4][O:3][CH:1]=[CH2:2])=[O:29])[C:20]=1[NH:32][C:33]1[CH:38]=[CH:37][C:36]([I:39])=[CH:35][C:34]=1[F:40], predict the reactants needed to synthesize it. The reactants are: [CH:1]([O:3][CH2:4][CH2:5][O:6][NH2:7])=[CH2:2].[Li+].C[Si]([N-][Si](C)(C)C)(C)C.[F:18][C:19]1[C:24]2[N:25]=[CH:26][S:27][C:23]=2[CH:22]=[C:21]([C:28](OC)=[O:29])[C:20]=1[NH:32][C:33]1[CH:38]=[CH:37][C:36]([I:39])=[CH:35][C:34]=1[F:40]. (2) Given the product [Br:11][CH2:12][CH2:13][CH2:14][CH2:15][CH2:16][CH2:17][C-:18]1[C:19]([C:35]([CH3:36])([CH3:37])[CH3:38])=[C:20]([C:31]([CH3:34])([CH3:33])[CH3:32])[C:21]([C:27]([CH3:30])([CH3:29])[CH3:28])=[C:22]1[C:23]([CH3:26])([CH3:25])[CH3:24].[CH-:40]1[CH:44]=[CH:43][CH:42]=[CH:41]1.[Fe+2:45], predict the reactants needed to synthesize it. The reactants are: [Al+3].[Cl-].[Cl-].[Cl-].[H-].[H-].[H-].[H-].[Li+].[Al+3].[Br:11][CH2:12][CH2:13][CH2:14][CH2:15][C:16](=O)[CH2:17][C-:18]1[C:22]([C:23]([CH3:26])([CH3:25])[CH3:24])=[C:21]([C:27]([CH3:30])([CH3:29])[CH3:28])[C:20]([C:31]([CH3:34])([CH3:33])[CH3:32])=[C:19]1[C:35]([CH3:38])([CH3:37])[CH3:36].[CH-:40]1[CH:44]=[CH:43][CH:42]=[CH:41]1.[Fe+2:45].O.